Dataset: Catalyst prediction with 721,799 reactions and 888 catalyst types from USPTO. Task: Predict which catalyst facilitates the given reaction. (1) Reactant: [CH:1]1([NH:6][C:7]2[N:12]3[N:13]=[C:14]([C:28]4[CH:29]=[C:30]([CH:33]=[CH:34][CH:35]=4)[C:31]#[N:32])[C:15]([C:16]4[CH:21]=[CH:20][N:19]=[C:18]([NH:22][CH:23]5[CH2:27][CH2:26][CH2:25][CH2:24]5)[N:17]=4)=[C:11]3[CH:10]=[CH:9][CH:8]=2)[CH2:5][CH2:4][CH2:3][CH2:2]1.[OH-:36].[NH4+].OO.O. Product: [CH:1]1([NH:6][C:7]2[N:12]3[N:13]=[C:14]([C:28]4[CH:29]=[C:30]([CH:33]=[CH:34][CH:35]=4)[C:31]([NH2:32])=[O:36])[C:15]([C:16]4[CH:21]=[CH:20][N:19]=[C:18]([NH:22][CH:23]5[CH2:24][CH2:25][CH2:26][CH2:27]5)[N:17]=4)=[C:11]3[CH:10]=[CH:9][CH:8]=2)[CH2:2][CH2:3][CH2:4][CH2:5]1. The catalyst class is: 5. (2) Reactant: [O:1]1[CH:5]=[CH:4][CH:3]=[C:2]1[CH:6]=[CH:7][C:8]([OH:10])=O.C(Cl)(=O)C(Cl)=O.CN(C=O)C.[S-:22][C:23]#[N:24].[K+]. Product: [O:1]1[CH:5]=[CH:4][CH:3]=[C:2]1/[CH:6]=[CH:7]/[C:8]([N:24]=[C:23]=[S:22])=[O:10]. The catalyst class is: 2. (3) Reactant: FC(F)(F)C(O)=O.FC(F)(F)C(O)=O.[NH2:15][CH2:16][CH2:17][N:18]1[CH2:23][CH2:22][N:21]([C:24]2[C:25]3[S:32][C:31]([C:33]([NH2:35])=[O:34])=[CH:30][C:26]=3[N:27]=[CH:28][N:29]=2)[CH2:20][CH2:19]1.C(=O)([O-])[O-].[Na+].[Na+].[C:42](Cl)(=[O:47])[C:43]([CH3:46])([CH3:45])[CH3:44]. Product: [C:42]([NH:15][CH2:16][CH2:17][N:18]1[CH2:23][CH2:22][N:21]([C:24]2[C:25]3[S:32][C:31]([C:33]([NH2:35])=[O:34])=[CH:30][C:26]=3[N:27]=[CH:28][N:29]=2)[CH2:20][CH2:19]1)(=[O:47])[C:43]([CH3:46])([CH3:45])[CH3:44]. The catalyst class is: 84. (4) Reactant: [CH3:1][O-:2].[Na+].Cl[C:5]1[N:10]=[CH:9][C:8]([C:11](=[O:14])[CH2:12][CH3:13])=[CH:7][CH:6]=1. Product: [CH3:1][O:2][C:5]1[N:10]=[CH:9][C:8]([C:11](=[O:14])[CH2:12][CH3:13])=[CH:7][CH:6]=1. The catalyst class is: 5. (5) Reactant: S(Cl)([Cl:3])=O.[CH3:5][C:6]1[CH:11]=[CH:10][CH:9]=[CH:8][C:7]=1[C:12]1[CH:20]=[CH:19][C:15]([C:16](O)=[O:17])=[CH:14][CH:13]=1. Product: [CH3:5][C:6]1[CH:11]=[CH:10][CH:9]=[CH:8][C:7]=1[C:12]1[CH:20]=[CH:19][C:15]([C:16]([Cl:3])=[O:17])=[CH:14][CH:13]=1. The catalyst class is: 11. (6) Reactant: Cl[C:2]1[C:11]2[C:6](=[CH:7][CH:8]=[CH:9][CH:10]=2)[N:5]=[C:4]([C:12]2[CH:17]=[CH:16][CH:15]=[CH:14][CH:13]=2)[N:3]=1.[Cl-].[Al+3].[Cl-].[Cl-].[C:22]1([OH:29])[CH:27]=[CH:26][CH:25]=[C:24]([OH:28])[CH:23]=1.O. Product: [C:12]1([C:4]2[N:3]=[C:2]([C:27]3[CH:26]=[CH:25][C:24]([OH:28])=[CH:23][C:22]=3[OH:29])[C:11]3[C:6](=[CH:7][CH:8]=[CH:9][CH:10]=3)[N:5]=2)[CH:17]=[CH:16][CH:15]=[CH:14][CH:13]=1. The catalyst class is: 68. (7) Reactant: [CH3:1][O:2][C:3]1[CH:38]=[CH:37][C:6]([CH2:7][O:8][C:9]2[C:14]([O:15][CH2:16][C:17]3[CH:22]=[CH:21][C:20]([O:23][CH3:24])=[CH:19][CH:18]=3)=[CH:13][N:12]=[C:11]([CH2:25][N:26]3C(=O)C4C(=CC=CC=4)C3=O)[CH:10]=2)=[CH:5][CH:4]=1.O.NN.CCOCC.C1(=O)C2C(=CC=CC=2)C(=O)NN1. Product: [CH3:1][O:2][C:3]1[CH:4]=[CH:5][C:6]([CH2:7][O:8][C:9]2[C:14]([O:15][CH2:16][C:17]3[CH:22]=[CH:21][C:20]([O:23][CH3:24])=[CH:19][CH:18]=3)=[CH:13][N:12]=[C:11]([CH2:25][NH2:26])[CH:10]=2)=[CH:37][CH:38]=1. The catalyst class is: 147. (8) Reactant: [CH3:1][O:2][C:3]1[CH:29]=[CH:28][C:6]2[N:7]([C:10]3[CH:15]=[CH:14][C:13]([N:16]([CH2:19][CH2:20][O:21]C4CCCCO4)C=O)=[CH:12][CH:11]=3)[CH:8]=[N:9][C:5]=2[CH:4]=1.[ClH:30]. Product: [ClH:30].[CH3:1][O:2][C:3]1[CH:29]=[CH:28][C:6]2[N:7]([C:10]3[CH:11]=[CH:12][C:13]([NH:16][CH2:19][CH2:20][OH:21])=[CH:14][CH:15]=3)[CH:8]=[N:9][C:5]=2[CH:4]=1. The catalyst class is: 5.